Regression/Classification. Given a drug SMILES string, predict its absorption, distribution, metabolism, or excretion properties. Task type varies by dataset: regression for continuous measurements (e.g., permeability, clearance, half-life) or binary classification for categorical outcomes (e.g., BBB penetration, CYP inhibition). Dataset: hlm. From a dataset of Human liver microsome stability data. (1) The drug is O=C([C@H]1CCNC1)N1CCC(NS(=O)(=O)c2cc(S(=O)(=O)c3ccccc3)ccc2C(F)(F)F)CC1. The result is 0 (unstable in human liver microsomes). (2) The drug is COc1cccc(CNC(=O)c2c[nH]c3cc(-c4cn[nH]c4)ccc23)c1. The result is 1 (stable in human liver microsomes). (3) The compound is N#Cc1ccccc1Cn1c(N2CCC[C@@H](N)C2)ncc(Cl)c1=O. The result is 0 (unstable in human liver microsomes). (4) The molecule is CN1CCN(c2cc(-c3ccncc3)c(-c3ccc4cc(F)ccc4c3)nn2)CC1. The result is 0 (unstable in human liver microsomes).